Predict the reactants needed to synthesize the given product. From a dataset of Full USPTO retrosynthesis dataset with 1.9M reactions from patents (1976-2016). (1) Given the product [Cl:1][C:2]1[C:3]([O:12][C:13]2[CH:18]=[C:17]([O:19][CH2:20][O:21][CH3:22])[CH:16]=[CH:15][C:14]=2[CH2:23][CH2:24][C:25]([O:27][CH2:28][CH3:29])=[O:26])=[N:4][CH:5]=[C:6]([C:8]([F:9])([F:11])[F:10])[CH:7]=1, predict the reactants needed to synthesize it. The reactants are: [Cl:1][C:2]1[C:3]([O:12][C:13]2[CH:18]=[C:17]([O:19][CH2:20][O:21][CH3:22])[CH:16]=[CH:15][C:14]=2/[CH:23]=[CH:24]/[C:25]([O:27][CH2:28][CH3:29])=[O:26])=[N:4][CH:5]=[C:6]([C:8]([F:11])([F:10])[F:9])[CH:7]=1. (2) Given the product [N:21]([CH:11]1[CH2:10][CH:9]2[N:8]([CH2:1][C:2]3[CH:7]=[CH:6][CH:5]=[CH:4][CH:3]=3)[CH:13]([CH2:14][CH2:15]2)[CH2:12]1)=[N+:22]=[N-:23], predict the reactants needed to synthesize it. The reactants are: [CH2:1]([N:8]1[CH:13]2[CH2:14][CH2:15][CH:9]1[CH2:10][CH:11](OS(C)(=O)=O)[CH2:12]2)[C:2]1[CH:7]=[CH:6][CH:5]=[CH:4][CH:3]=1.[N-:21]=[N+:22]=[N-:23].[Na+].O.